From a dataset of Catalyst prediction with 721,799 reactions and 888 catalyst types from USPTO. Predict which catalyst facilitates the given reaction. (1) Reactant: [N+:1]([C:4]1[CH:9]=[CH:8][CH:7]=[CH:6][C:5]=1[C:10]1[S:11][CH:12]=[CH:13][CH:14]=1)([O-:3])=[O:2].[I:15]N1C(=O)CCC1=O.C(O)(=O)C. Product: [I:15][C:12]1[S:11][C:10]([C:5]2[CH:6]=[CH:7][CH:8]=[CH:9][C:4]=2[N+:1]([O-:3])=[O:2])=[CH:14][CH:13]=1. The catalyst class is: 5. (2) The catalyst class is: 58. Product: [CH3:1][C:2]1[CH:3]=[C:4]2[C:8](=[CH:9][CH:10]=1)[N:7]([CH2:34][CH2:33][C:30]1[CH:29]=[N:28][C:27]([CH3:26])=[CH:32][CH:31]=1)[C:6]1[CH2:11][CH:12]3[NH:16][CH:15]([C:5]2=1)[CH2:14][CH2:13]3. Reactant: [CH3:1][C:2]1[CH:3]=[C:4]2[C:8](=[CH:9][CH:10]=1)[NH:7][C:6]1[CH2:11][CH:12]3[NH:16][CH:15]([C:5]2=1)[CH2:14][CH2:13]3.C1(C=CC(O)=CC=1)O.[Na].[CH3:26][C:27]1[CH:32]=[CH:31][C:30]([CH:33]=[CH2:34])=[CH:29][N:28]=1. (3) Reactant: [F:1][C:2]1[CH:3]=[C:4]([C:8]([CH3:12])([CH3:11])[C:9]#N)[CH:5]=[CH:6][CH:7]=1.CC[O:15]C(C)=O.[OH2:19]. Product: [F:1][C:2]1[CH:3]=[C:4]([C:8]([CH3:12])([CH3:11])[C:9]([OH:15])=[O:19])[CH:5]=[CH:6][CH:7]=1. The catalyst class is: 33.